From a dataset of Reaction yield outcomes from USPTO patents with 853,638 reactions. Predict the reaction yield, written as a fraction of the theoretical maximum amount of product (1.0 means a 100% yield; for example, 0.34 means a 34% yield). (1) The reactants are [Cl:1][C:2]1[CH:3]=[N:4][C:5]2[C:10]([CH:11]=1)=[CH:9][C:8]([CH2:12][OH:13])=[CH:7][C:6]=2I.[CH3:15][S:16]([O-:18])=[O:17].[Na+].[Na+].N1CCC[C@H]1C([O-])=O. The yield is 0.640. The catalyst is CS(C)=O.[Cu](I)I. The product is [Cl:1][C:2]1[CH:3]=[N:4][C:5]2[C:10]([CH:11]=1)=[CH:9][C:8]([CH2:12][OH:13])=[CH:7][C:6]=2[S:16]([CH3:15])(=[O:18])=[O:17]. (2) The reactants are [Li+].[OH-].[C:3]([O:7][C:8](=[O:21])[NH:9][CH2:10][C:11]1[NH:12][C:13]2[C:14]([N:20]=1)=[N:15][CH:16]=[C:17](Br)[CH:18]=2)([CH3:6])([CH3:5])[CH3:4].[CH3:22][C:23]1[C:27](B(O)O)=[C:26]([CH3:31])[O:25][N:24]=1.OC(C(O)(C)C)(C)C. No catalyst specified. The product is [C:3]([O:7][C:8](=[O:21])[NH:9][CH2:10][C:11]1[NH:12][C:13]2[C:14]([N:20]=1)=[N:15][CH:16]=[C:17]([C:27]1[C:23]([CH3:22])=[N:24][O:25][C:26]=1[CH3:31])[CH:18]=2)([CH3:6])([CH3:5])[CH3:4]. The yield is 0.690. (3) The reactants are [CH2:1]([NH:3][CH:4]1[CH2:9][CH2:8][CH2:7][CH:6]([C:10]2[C:18]3[C:13](=[CH:14][CH:15]=[C:16]([N+:19]([O-:21])=[O:20])[CH:17]=3)[NH:12][CH:11]=2)[CH2:5]1)[CH3:2].[CH3:22][C:23]([O:26][C:27](O[C:27]([O:26][C:23]([CH3:25])([CH3:24])[CH3:22])=[O:28])=[O:28])([CH3:25])[CH3:24].C(N(CC)CC)C. The catalyst is O1CCOCC1. The product is [CH2:1]([N:3]([CH:4]1[CH2:9][CH2:8][CH2:7][CH:6]([C:10]2[C:18]3[C:13](=[CH:14][CH:15]=[C:16]([N+:19]([O-:21])=[O:20])[CH:17]=3)[NH:12][CH:11]=2)[CH2:5]1)[C:27](=[O:28])[O:26][C:23]([CH3:25])([CH3:24])[CH3:22])[CH3:2]. The yield is 0.780. (4) The reactants are Br[CH2:2][C:3]1[CH:4]=[CH:5][CH:6]=[C:7]2[C:12]=1[N:11]=[C:10]([CH3:13])[CH:9]=[CH:8]2.[C-:14]#[N:15].[Na+].O.CCOCC. The catalyst is CS(C)=O. The product is [CH3:13][C:10]1[CH:9]=[CH:8][C:7]2[C:12](=[C:3]([CH2:2][C:14]#[N:15])[CH:4]=[CH:5][CH:6]=2)[N:11]=1. The yield is 0.583.